This data is from Catalyst prediction with 721,799 reactions and 888 catalyst types from USPTO. The task is: Predict which catalyst facilitates the given reaction. Reactant: [Cl:1][C:2]1[CH:7]=[CH:6][C:5]([C:8]([CH3:15])([CH3:14])[C:9](=O)[C:10]([OH:12])=[O:11])=[CH:4][CH:3]=1.[CH3:16][NH2:17]. Product: [Cl:1][C:2]1[CH:7]=[CH:6][C:5]([C:8]([CH3:15])([CH3:14])[C@@H:9]([C:10]([OH:12])=[O:11])[NH:17][CH3:16])=[CH:4][CH:3]=1. The catalyst class is: 7.